From a dataset of Reaction yield outcomes from USPTO patents with 853,638 reactions. Predict the reaction yield, written as a fraction of the theoretical maximum amount of product (1.0 means a 100% yield; for example, 0.34 means a 34% yield). (1) The reactants are [CH3:1][O:2][C:3]([C:5]1[CH:6]=[CH:7][C:8]2[O:12][C:11]([C:13]([CH2:26][CH3:27])(C3C=CC(O)=C(C(C)C)C=3)[CH2:14][CH3:15])=[CH:10][C:9]=2[CH:28]=1)=[O:4].Br[CH2:30][C:31](=[O:36])[C:32]([CH3:35])([CH3:34])[CH3:33].[C:37]([O-:40])([O-])=O.[K+].[K+]. No catalyst specified. The product is [CH3:1][O:2][C:3]([C:5]1[CH:6]=[CH:7][C:8]2[O:12][C:11]([CH:13]([CH:26]([C:6]3[CH:5]=[CH:3][C:37]([O:40][CH2:30][C:31](=[O:36])[C:32]([CH3:35])([CH3:34])[CH3:33])=[C:8]([CH:9]([CH3:28])[CH3:10])[CH:7]=3)[CH3:27])[CH2:14][CH3:15])=[CH:10][C:9]=2[CH:28]=1)=[O:4]. The yield is 0.990. (2) The reactants are [Na].C(O)C.[CH:5]([O:7][CH2:8][CH3:9])=[O:6].[Cl:10][CH2:11][C:12](OCC)=[O:13]. The catalyst is C(OCC)C. The product is [Cl:10][CH:11]([CH:12]=[O:13])[C:5]([O:7][CH2:8][CH3:9])=[O:6]. The yield is 0.154. (3) The reactants are [C:1]([C:5]1[O:9][N:8]=[C:7]([NH:10][C:11]([NH:13][C:14]2[CH:19]=[CH:18][CH:17]=[C:16]([O:20][C:21]3[C:30]4[C:25](=[CH:26][C:27]([OH:33])=[C:28]([O:31][CH3:32])[CH:29]=4)[N:24]=[CH:23][N:22]=3)[CH:15]=2)=[O:12])[CH:6]=1)([CH3:4])([CH3:3])[CH3:2].O[C@@H:35]1[CH2:39][CH2:38][N:37]([C:40]([O:42][C:43]([CH3:46])([CH3:45])[CH3:44])=[O:41])[CH2:36]1.C1(P(C2C=CC=CC=2)C2C=CC=CC=2)C=CC=CC=1.CC(OC(/N=N/C(OC(C)C)=O)=O)C. The catalyst is O1CCCC1. The product is [C:1]([C:5]1[O:9][N:8]=[C:7]([NH:10][C:11](=[O:12])[NH:13][C:14]2[CH:15]=[C:16]([CH:17]=[CH:18][CH:19]=2)[O:20][C:21]2[C:30]3[C:25](=[CH:26][C:27]([O:33][C@H:39]4[CH2:35][CH2:36][N:37]([C:40]([O:42][C:43]([CH3:46])([CH3:45])[CH3:44])=[O:41])[CH2:38]4)=[C:28]([O:31][CH3:32])[CH:29]=3)[N:24]=[CH:23][N:22]=2)[CH:6]=1)([CH3:4])([CH3:2])[CH3:3]. The yield is 0.510.